This data is from Forward reaction prediction with 1.9M reactions from USPTO patents (1976-2016). The task is: Predict the product of the given reaction. (1) Given the reactants [Cl:1][C:2]1[CH:3]=[C:4]([CH2:15][CH:16]([NH:20][CH:21]=O)[CH:17]([CH3:19])[CH3:18])[CH:5]=[C:6]([O:9][CH2:10][CH2:11][CH2:12][O:13][CH3:14])[C:7]=1[F:8].O=P(Cl)(Cl)Cl, predict the reaction product. The product is: [Cl:1][C:2]1[C:7]([F:8])=[C:6]([O:9][CH2:10][CH2:11][CH2:12][O:13][CH3:14])[CH:5]=[C:4]2[C:3]=1[CH:21]=[N:20][CH:16]([CH:17]([CH3:18])[CH3:19])[CH2:15]2. (2) Given the reactants [C:1]([C:3]1[CH:4]=[N:5][CH:6]=[CH:7][CH:8]=1)#[CH:2].[CH2:9]([O:16][C:17]1[CH:22]=[CH:21][C:20]([CH2:23][C:24](Cl)=[N:25][OH:26])=[CH:19][CH:18]=1)[C:10]1[CH:15]=[CH:14][CH:13]=[CH:12][CH:11]=1.C(N(CC)CC)C, predict the reaction product. The product is: [CH2:9]([O:16][C:17]1[CH:22]=[CH:21][C:20]([CH2:23][C:24]2[CH:2]=[C:1]([C:3]3[CH:4]=[N:5][CH:6]=[CH:7][CH:8]=3)[O:26][N:25]=2)=[CH:19][CH:18]=1)[C:10]1[CH:11]=[CH:12][CH:13]=[CH:14][CH:15]=1. (3) Given the reactants [Li]CCCC.[CH:6]1([C:10]([O:12][CH2:13][CH3:14])=[O:11])[CH2:9][CH2:8][CH2:7]1.Br[CH2:16][CH2:17][CH:18]([Br:20])[CH3:19].[NH4+].[Cl-], predict the reaction product. The product is: [Br:20][CH:18]([CH3:19])[CH2:17][CH2:16][C:6]1([C:10]([O:12][CH2:13][CH3:14])=[O:11])[CH2:9][CH2:8][CH2:7]1. (4) Given the reactants [H-].[Na+].C(S)C.C[O:7][C:8]1[CH:9]=[C:10]2[C:15](=[CH:16][C:17]=1[CH3:18])[C:14]([CH3:20])([CH3:19])[CH2:13][CH:12]=[C:11]2[CH3:21].Cl.[F:23][C:24]([F:44])([F:43])[S:25](N(C1C=CC(Cl)=CN=1)[S:25]([C:24]([F:44])([F:43])[F:23])(=[O:27])=[O:26])(=[O:27])=[O:26], predict the reaction product. The product is: [CH3:18][C:17]1[C:8]([O:7][S:25]([C:24]([F:44])([F:43])[F:23])(=[O:27])=[O:26])=[CH:9][C:10]2[C:11]([CH3:21])=[CH:12][CH2:13][C:14]([CH3:20])([CH3:19])[C:15]=2[CH:16]=1.